This data is from Forward reaction prediction with 1.9M reactions from USPTO patents (1976-2016). The task is: Predict the product of the given reaction. (1) Given the reactants [CH3:1][O:2][C:3]1[CH:4]=[N:5][C:6]([N:11]2[C:20](=[O:21])[C:19]3[C:14](=[CH:15][C:16]([C:22]([OH:24])=O)=[CH:17][CH:18]=3)[NH:13][C:12]2=[S:25])=[N:7][C:8]=1[O:9][CH3:10].CN(C(ON1N=NC2C=CC=NC1=2)=[N+](C)C)C.F[P-](F)(F)(F)(F)F.CCN(C(C)C)C(C)C.[NH2:59][C:60]1[CH:73]=[CH:72][C:63]([C:64]([C:66]2[CH:71]=[CH:70][CH:69]=[CH:68][CH:67]=2)=[O:65])=[CH:62][CH:61]=1, predict the reaction product. The product is: [C:64]([C:63]1[CH:62]=[CH:61][C:60]([NH:59][C:22]([C:16]2[CH:15]=[C:14]3[C:19]([C:20](=[O:21])[N:11]([C:6]4[N:7]=[C:8]([O:9][CH3:10])[C:3]([O:2][CH3:1])=[CH:4][N:5]=4)[C:12](=[S:25])[NH:13]3)=[CH:18][CH:17]=2)=[O:24])=[CH:73][CH:72]=1)(=[O:65])[C:66]1[CH:67]=[CH:68][CH:69]=[CH:70][CH:71]=1. (2) Given the reactants [F:1][C:2]1[C:9]([F:10])=[C:8]([NH:11][NH2:12])[CH:7]=[CH:6][C:3]=1[C:4]#[N:5].FC(F)(F)C([O-])=O.[CH3:20][CH2:21][C:22]([CH:24]1[C:30](=O)[CH2:29][C:28]([CH3:33])([CH3:32])[CH2:27][C:25]1=[O:26])=O, predict the reaction product. The product is: [CH2:21]([C:22]1[C:24]2[C:25](=[O:26])[CH2:27][C:28]([CH3:32])([CH3:33])[CH2:29][C:30]=2[N:11]([C:8]2[CH:7]=[CH:6][C:3]([C:4]#[N:5])=[C:2]([F:1])[C:9]=2[F:10])[N:12]=1)[CH3:20]. (3) The product is: [ClH:1].[Cl:1][C:2]1[CH:7]=[CH:6][C:5]2[C:15]3[CH2:14][NH:13][CH2:18][CH2:17][C:16]=3[NH:8][C:4]=2[C:3]=1[CH3:10]. Given the reactants [Cl:1][C:2]1[C:3]([CH3:10])=[C:4]([NH:8]N)[CH:5]=[CH:6][CH:7]=1.O.Cl.[NH:13]1[CH2:18][CH2:17][C:16](=O)[CH2:15][CH2:14]1.Cl, predict the reaction product.